This data is from Full USPTO retrosynthesis dataset with 1.9M reactions from patents (1976-2016). The task is: Predict the reactants needed to synthesize the given product. Given the product [O:4]1[C:12]2[CH:11]=[CH:10][N:9]=[C:8]([N:13]3[CH2:18][CH2:17][N:16]([CH2:19][CH2:20][C@H:21]4[CH2:26][CH2:25][C@H:24]([NH:27][C:38](=[O:39])[C:37]5[CH:41]=[CH:42][C:34]([N:28]6[CH2:33][CH2:32][CH2:31][CH2:30][CH2:29]6)=[CH:35][CH:36]=5)[CH2:23][CH2:22]4)[CH2:15][CH2:14]3)[C:7]=2[CH2:6][CH2:5]1, predict the reactants needed to synthesize it. The reactants are: Cl.Cl.Cl.[O:4]1[C:12]2[CH:11]=[CH:10][N:9]=[C:8]([N:13]3[CH2:18][CH2:17][N:16]([CH2:19][CH2:20][C@H:21]4[CH2:26][CH2:25][C@H:24]([NH2:27])[CH2:23][CH2:22]4)[CH2:15][CH2:14]3)[C:7]=2[CH2:6][CH2:5]1.[N:28]1([C:34]2[CH:42]=[CH:41][C:37]([C:38](O)=[O:39])=[CH:36][CH:35]=2)[CH2:33][CH2:32][CH2:31][CH2:30][CH2:29]1.